Dataset: Reaction yield outcomes from USPTO patents with 853,638 reactions. Task: Predict the reaction yield, written as a fraction of the theoretical maximum amount of product (1.0 means a 100% yield; for example, 0.34 means a 34% yield). (1) The reactants are [CH:1]1([C:5]2[C:14]3[C:13](=O)[NH:12][C:11]([C:16]4[C:24]5[C:23]6[CH:25]=[C:26]([F:29])[CH:27]=[N:28][C:22]=6[NH:21][C:20]=5[N:19]=[CH:18][CH:17]=4)=[N:10][C:9]=3[CH:8]=[N:7][CH:6]=2)[CH2:4][CH2:3][CH2:2]1.C(C1C=C(C(C)C)C=C(C(C)C)C=1S(Cl)(=O)=O)(C)C.[N:49]1(C(OC(C)(C)C)=O)[CH2:54][CH2:53][NH:52][CH2:51][CH2:50]1.FC(F)(F)C(O)=O. No catalyst specified. The product is [CH:1]1([C:5]2[C:14]3[C:13]([N:49]4[CH2:54][CH2:53][NH:52][CH2:51][CH2:50]4)=[N:12][C:11]([C:16]4[C:24]5[C:23]6[CH:25]=[C:26]([F:29])[CH:27]=[N:28][C:22]=6[NH:21][C:20]=5[N:19]=[CH:18][CH:17]=4)=[N:10][C:9]=3[CH:8]=[N:7][CH:6]=2)[CH2:4][CH2:3][CH2:2]1. The yield is 0.0800. (2) The reactants are [NH2:1][C:2]1[CH:3]=[C:4]([CH:8]=[C:9]([N:11]2[CH2:15][CH2:14][CH2:13][C:12]2=[O:16])[CH:10]=1)[C:5]([OH:7])=[O:6].Cl.[CH3:18]N(C)CCCN=C=NCC. The catalyst is CO.CCOCC.CN(C1C=CN=CC=1)C.CCOC(C)=O. The product is [CH3:18][O:6][C:5](=[O:7])[C:4]1[CH:8]=[C:9]([N:11]2[CH2:15][CH2:14][CH2:13][C:12]2=[O:16])[CH:10]=[C:2]([NH2:1])[CH:3]=1. The yield is 0.680. (3) The reactants are [C:1]([C:3]([C:6]1[CH:7]=[C:8]([CH:13]=[CH:14][CH:15]=1)[C:9]([O:11]C)=[O:10])([CH3:5])[CH3:4])#[N:2].O.[OH-].[Li+].CO.O. The catalyst is O1CCCC1. The product is [C:1]([C:3]([C:6]1[CH:7]=[C:8]([CH:13]=[CH:14][CH:15]=1)[C:9]([OH:11])=[O:10])([CH3:5])[CH3:4])#[N:2]. The yield is 0.980. (4) The reactants are [CH2:1]([CH:3]1[CH:7]([C:8]2[N:12]3[C:13]4[CH:19]=[CH:18][NH:17][C:14]=4[N:15]=[CH:16][C:11]3=[N:10][N:9]=2)[CH2:6][CH:5]([CH2:20][CH2:21][CH2:22][C:23]([NH2:25])=O)[CH2:4]1)[CH3:2].C(OC(C(F)(F)F)=O)(C(F)(F)F)=O. The catalyst is C(Cl)Cl. The product is [CH2:1]([C@H:3]1[C@@H:7]([C:8]2[N:12]3[C:13]4[CH:19]=[CH:18][NH:17][C:14]=4[N:15]=[CH:16][C:11]3=[N:10][N:9]=2)[CH2:6][C@@H:5]([CH2:20][CH2:21][CH2:22][C:23]#[N:25])[CH2:4]1)[CH3:2]. The yield is 0.150. (5) The reactants are [CH3:1][O:2][C:3]1[CH:8]=[C:7](/[N:9]=[N:10]/[C:11]2[CH:16]=[CH:15][C:14]([N+:17]([O-:19])=[O:18])=[CH:13][CH:12]=2)[C:6]([O:20][CH3:21])=[CH:5][C:4]=1/[N:22]=[N:23]/[C:24]1[CH:29]=[CH:28][C:27]([N:30]([CH3:37])[CH2:31][CH2:32][CH2:33][C:34](O)=[O:35])=[CH:26][CH:25]=1.CN(C(O[N:46]1N=NC2C=CC=[CH:52][C:47]1=2)=[N+](C)C)C.F[P-](F)(F)(F)(F)F.C(S)[C@@H](O)[C@H](O)C[SH:66]. The catalyst is CN(C=O)C.C(Cl)Cl.C([O-])(O)=O.[Na+]. The product is [CH3:1][O:2][C:3]1[CH:8]=[C:7](/[N:9]=[N:10]/[C:11]2[CH:12]=[CH:13][C:14]([N+:17]([O-:19])=[O:18])=[CH:15][CH:16]=2)[C:6]([O:20][CH3:21])=[CH:5][C:4]=1/[N:22]=[N:23]/[C:24]1[CH:25]=[CH:26][C:27]([N:30]([CH3:37])[CH2:31][CH2:32][CH2:33][C:34]([NH:46][CH2:47][CH2:52][SH:66])=[O:35])=[CH:28][CH:29]=1. The yield is 0.590. (6) The reactants are C([O-])(=O)C.[C:5](Cl)([C:18]1[CH:23]=[CH:22][CH:21]=[CH:20][CH:19]=1)([C:12]1[CH:17]=[CH:16][CH:15]=[CH:14][CH:13]=1)[C:6]1[CH:11]=[CH:10][CH:9]=[CH:8][CH:7]=1.CC[N:27]([CH2:30][CH3:31])CC.CS(Cl)(=O)=O. The catalyst is Cl.C(OCC)(=O)C.C(Cl)Cl. The product is [C:5]([N:27]1[CH2:30][CH2:31]1)([C:18]1[CH:23]=[CH:22][CH:21]=[CH:20][CH:19]=1)([C:12]1[CH:17]=[CH:16][CH:15]=[CH:14][CH:13]=1)[C:6]1[CH:11]=[CH:10][CH:9]=[CH:8][CH:7]=1. The yield is 0.830.